From a dataset of Reaction yield outcomes from USPTO patents with 853,638 reactions. Predict the reaction yield, written as a fraction of the theoretical maximum amount of product (1.0 means a 100% yield; for example, 0.34 means a 34% yield). (1) The reactants are [CH:1]([N:4]1[C:8]([C:9]2[CH:10]=[C:11]([NH2:17])[CH:12]=[CH:13][C:14]=2[O:15][CH3:16])=[CH:7][CH:6]=[N:5]1)([CH3:3])[CH3:2].[F:18][C:19]1[CH:24]=[CH:23][C:22]([N:25]=[C:26]=[O:27])=[CH:21][CH:20]=1. The catalyst is C(Cl)Cl. The product is [F:18][C:19]1[CH:24]=[CH:23][C:22]([NH:25][C:26]([NH:17][C:11]2[CH:12]=[CH:13][C:14]([O:15][CH3:16])=[C:9]([C:8]3[N:4]([CH:1]([CH3:3])[CH3:2])[N:5]=[CH:6][CH:7]=3)[CH:10]=2)=[O:27])=[CH:21][CH:20]=1. The yield is 0.300. (2) The yield is 0.800. The reactants are [CH:1]12[CH2:7][CH:4]([CH:5]=[CH:6]1)[N:3]([C:8]([O:10][C:11]([CH3:14])([CH3:13])[CH3:12])=[O:9])[O:2]2. The catalyst is [Pd].CO. The product is [OH:2][C@@H:1]1[CH2:6][CH2:5][C@H:4]([NH:3][C:8](=[O:9])[O:10][C:11]([CH3:13])([CH3:12])[CH3:14])[CH2:7]1.